From a dataset of Catalyst prediction with 721,799 reactions and 888 catalyst types from USPTO. Predict which catalyst facilitates the given reaction. (1) Reactant: [C:1]([NH:4][C:5]1[S:6][CH:7]=[C:8]([C:10]([O:12]CC)=[O:11])[N:9]=1)(=[O:3])[CH3:2].[OH-].[Na+].Cl. Product: [C:1]([NH:4][C:5]1[S:6][CH:7]=[C:8]([C:10]([OH:12])=[O:11])[N:9]=1)(=[O:3])[CH3:2]. The catalyst class is: 5. (2) Reactant: [NH2:1][C:2]1[CH:3]=[C:4]([C:20]([O:22][CH3:23])=[O:21])[C:5]([C:10]2[CH:15]=[CH:14][C:13]([C:16](=[O:19])[NH:17][CH3:18])=[CH:12][CH:11]=2)=[CH:6][C:7]=1[O:8][CH3:9].ClC1N=[C:29]([NH:31][C:32]2[CH:40]=[CH:39][CH:38]=[CH:37][C:33]=2[C:34]([NH2:36])=[O:35])[C:28]([Cl:41])=[CH:27]N=1.[CH3:42][CH:43](O)[CH3:44]. Product: [C:34]([C:33]1[CH:37]=[CH:38][CH:39]=[CH:40][C:32]=1[NH:31][C:29]1[CH:42]=[C:43]([NH:1][C:2]2[CH:3]=[C:4]([C:20]([O:22][CH3:23])=[O:21])[C:5]([C:10]3[CH:11]=[CH:12][C:13]([C:16](=[O:19])[NH:17][CH3:18])=[CH:14][CH:15]=3)=[CH:6][C:7]=2[O:8][CH3:9])[CH:44]=[CH:27][C:28]=1[Cl:41])(=[O:35])[NH2:36]. The catalyst class is: 33. (3) Reactant: [Cl:1][C:2]1[CH:9]=[CH:8][C:5]([CH:6]=O)=[C:4]([NH2:10])[CH:3]=1.[CH2:11]([O:13][C:14](=[O:18])[CH:15]=[CH:16]O)[CH3:12].[Na]. Product: [CH2:11]([O:13][C:14]([C:15]1[CH:16]=[N:10][C:4]2[C:5]([CH:6]=1)=[CH:8][CH:9]=[C:2]([Cl:1])[CH:3]=2)=[O:18])[CH3:12]. The catalyst class is: 15. (4) Reactant: [C:1]([NH:4][C:5]1[CH:6]=[C:7]([CH:25]=[CH:26][N:27]=1)[C:8]([NH:10][CH2:11][C:12]1[CH:13]=[N:14][C:15]([O:19][CH2:20][C:21]([F:24])([F:23])[F:22])=[C:16](Br)[CH:17]=1)=[O:9])(=[O:3])[CH3:2].[C:28]1(B(O)O)[CH:33]=[CH:32][CH:31]=[CH:30][CH:29]=1.C(=O)([O-])O.[Na+]. Product: [C:1]([NH:4][C:5]1[CH:6]=[C:7]([CH:25]=[CH:26][N:27]=1)[C:8]([NH:10][CH2:11][C:12]1[CH:13]=[N:14][C:15]([O:19][CH2:20][C:21]([F:24])([F:23])[F:22])=[C:16]([C:28]2[CH:33]=[CH:32][CH:31]=[CH:30][CH:29]=2)[CH:17]=1)=[O:9])(=[O:3])[CH3:2]. The catalyst class is: 77.